Dataset: Forward reaction prediction with 1.9M reactions from USPTO patents (1976-2016). Task: Predict the product of the given reaction. (1) Given the reactants Br[CH2:2][CH2:3][O:4][C:5](=[O:7])[CH3:6].C(=O)([O-])[O-].[K+].[K+].[CH3:14][N:15]1[CH2:20][CH2:19][NH:18][CH2:17][CH2:16]1, predict the reaction product. The product is: [CH2:3]([O:4][C:5](=[O:7])[CH2:6][N:18]1[CH2:19][CH2:20][N:15]([CH3:14])[CH2:16][CH2:17]1)[CH3:2]. (2) Given the reactants [F:1][C:2]1[CH:7]=[C:6]([O:8][CH3:9])[CH:5]=[C:4]([O:10][CH3:11])[CH:3]=1.CN([CH:15]=[O:16])C.O=P(Cl)(Cl)Cl.[OH-].[Na+], predict the reaction product. The product is: [F:1][C:2]1[CH:3]=[C:4]([O:10][CH3:11])[C:5]([CH:15]=[O:16])=[C:6]([O:8][CH3:9])[CH:7]=1. (3) Given the reactants [NH2:1][C:2]1[CH:3]=[CH:4][C:5]([F:18])=[C:6]([C@:8]2([CH3:17])[C:13]([F:15])([F:14])[CH2:12][O:11][C:10]([NH2:16])=[N:9]2)[CH:7]=1.[F:19][C:20]1([F:26])[CH2:22][CH:21]1[C:23](O)=[O:24], predict the reaction product. The product is: [NH2:16][C:10]1[O:11][CH2:12][C:13]([F:14])([F:15])[C@:8]([C:6]2[CH:7]=[C:2]([NH:1][C:23]([CH:21]3[CH2:22][C:20]3([F:26])[F:19])=[O:24])[CH:3]=[CH:4][C:5]=2[F:18])([CH3:17])[N:9]=1.